From a dataset of Forward reaction prediction with 1.9M reactions from USPTO patents (1976-2016). Predict the product of the given reaction. (1) Given the reactants [CH:1]1([NH:4][C:5](=[O:15])[C:6]2[CH:7]=[C:8]([CH:12]=[CH:13][CH:14]=2)[C:9]([OH:11])=[O:10])[CH2:3][CH2:2]1.[H-].[Na+].[CH2:18](Br)[CH:19]=[CH2:20], predict the reaction product. The product is: [CH2:20]([N:4]([CH:1]1[CH2:3][CH2:2]1)[C:5](=[O:15])[C:6]1[CH:7]=[C:8]([CH:12]=[CH:13][CH:14]=1)[C:9]([OH:11])=[O:10])[CH:19]=[CH2:18]. (2) The product is: [CH3:15][C:13]1[N:9]([C:6]2[CH:5]=[CH:4][C:3]([CH:1]=[CH2:2])=[CH:8][CH:7]=2)[N:10]=[CH:11][N:12]=1. Given the reactants [CH:1]([C:3]1[CH:8]=[CH:7][C:6]([N:9]2[CH:13]=[N:12][CH:11]=[N:10]2)=[CH:5][CH:4]=1)=[CH2:2].[Li][CH2:15]CCC.CI, predict the reaction product.